This data is from Full USPTO retrosynthesis dataset with 1.9M reactions from patents (1976-2016). The task is: Predict the reactants needed to synthesize the given product. (1) Given the product [CH3:21][C:22]1[CH:27]=[CH:26][CH:25]=[C:24]([CH3:28])[C:23]=1[N:29]1[C:5]([C:7]2[CH:17]=[CH:16][C:10]3[O:11][CH2:12][C:13](=[O:15])[NH:14][C:9]=3[CH:8]=2)=[CH:4][C:3]([C:2]([F:20])([F:19])[F:1])=[N:30]1, predict the reactants needed to synthesize it. The reactants are: [F:1][C:2]([F:20])([F:19])[C:3](=O)[CH2:4][C:5]([C:7]1[CH:17]=[CH:16][C:10]2[O:11][CH2:12][C:13](=[O:15])[NH:14][C:9]=2[CH:8]=1)=O.[CH3:21][C:22]1[CH:27]=[CH:26][CH:25]=[C:24]([CH3:28])[C:23]=1[NH:29][NH2:30]. (2) Given the product [F:1][C:2]1[CH:3]=[C:4]([CH2:9][C@@H:10]([C:26]2[C:31]([C:32]3[CH:33]=[CH:34][C:35]([F:41])=[C:36]([CH:40]=3)[C:37]([NH2:39])=[O:38])=[CH:30][CH:29]=[CH:28][N:27]=2)[NH:11][C:12](=[O:25])[CH2:13][N:14]2[CH:18]=[C:17]([C:19]#[CH:44])[C:16]([C:21]([F:22])([F:23])[F:24])=[N:15]2)[CH:5]=[C:6]([F:8])[CH:7]=1, predict the reactants needed to synthesize it. The reactants are: [F:1][C:2]1[CH:3]=[C:4]([CH2:9][C@@H:10]([C:26]2[C:31]([C:32]3[CH:33]=[CH:34][C:35]([F:41])=[C:36]([CH:40]=3)[C:37]([NH2:39])=[O:38])=[CH:30][CH:29]=[CH:28][N:27]=2)[NH:11][C:12](=[O:25])[CH2:13][N:14]2[CH:18]=[C:17]([CH:19]=O)[C:16]([C:21]([F:24])([F:23])[F:22])=[N:15]2)[CH:5]=[C:6]([F:8])[CH:7]=1.[N+](=[C:44](P(=O)(OC)OC)C(=O)C)=[N-].C([O-])([O-])=O.[K+].[K+]. (3) Given the product [Cl:8][C:4]1[N:3]=[C:2]([NH:9][C@H:10]([C:12]([O:14][C:15]([CH3:18])([CH3:17])[CH3:16])=[O:13])[CH3:11])[CH:7]=[N:6][CH:5]=1, predict the reactants needed to synthesize it. The reactants are: Cl[C:2]1[CH:7]=[N:6][CH:5]=[C:4]([Cl:8])[N:3]=1.[NH2:9][C@H:10]([C:12]([O:14][C:15]([CH3:18])([CH3:17])[CH3:16])=[O:13])[CH3:11].CCN(C(C)C)C(C)C. (4) Given the product [F:1][C:2]1[CH:3]=[C:4]2[C:9](=[CH:10][C:11]=1[F:12])[N:8]=[C:7]([O:13][CH3:14])[C:6]([NH:15][C:16]([N:31]1[CH2:30][CH2:29][N:28]([C:24]3[CH:25]=[CH:26][CH:27]=[C:22]([Cl:21])[CH:23]=3)[CH2:33][CH2:32]1)=[O:20])=[N:5]2, predict the reactants needed to synthesize it. The reactants are: [F:1][C:2]1[CH:3]=[C:4]2[C:9](=[CH:10][C:11]=1[F:12])[N:8]=[C:7]([O:13][CH3:14])[C:6]([NH:15][C:16](=[O:20])OCC)=[N:5]2.[Cl:21][C:22]1[CH:23]=[C:24]([N:28]2[CH2:33][CH2:32][NH:31][CH2:30][CH2:29]2)[CH:25]=[CH:26][CH:27]=1.